Task: Predict the reactants needed to synthesize the given product.. Dataset: Full USPTO retrosynthesis dataset with 1.9M reactions from patents (1976-2016) (1) Given the product [CH2:12]([O:14][C:15](=[O:29])[C:16]([C:21](=[O:28])[C:22]1[CH:23]=[CH:24][CH:25]=[CH:26][CH:27]=1)=[CH:17][NH:5][C:4]1[CH:6]=[CH:7][CH:8]=[CH:9][C:3]=1[C:2]([F:10])([F:11])[F:1])[CH3:13], predict the reactants needed to synthesize it. The reactants are: [F:1][C:2]([F:11])([F:10])[C:3]1[CH:9]=[CH:8][CH:7]=[CH:6][C:4]=1[NH2:5].[CH2:12]([O:14][C:15](=[O:29])[C:16]([C:21](=[O:28])[C:22]1[CH:27]=[CH:26][CH:25]=[CH:24][CH:23]=1)=[CH:17]OCC)[CH3:13]. (2) The reactants are: C([O:8][C:9]1[CH:14]=[CH:13][C:12]([N:15]2[C:19]3=[N:20][CH:21]=[CH:22][CH:23]=[C:18]3[N:17]([CH:24]([F:26])[F:25])[C:16]2=[O:27])=[CH:11][CH:10]=1)C1C=CC=CC=1. Given the product [F:26][CH:24]([F:25])[N:17]1[C:18]2[C:19](=[N:20][CH:21]=[CH:22][CH:23]=2)[N:15]([C:12]2[CH:13]=[CH:14][C:9]([OH:8])=[CH:10][CH:11]=2)[C:16]1=[O:27], predict the reactants needed to synthesize it. (3) Given the product [NH:1]1[C:9]2[C:4](=[CH:5][C:6]([C:10]([N:47]3[CH2:46][CH2:45][C:44]4([N:40]([C:34]5[CH:39]=[CH:38][CH:37]=[CH:36][CH:35]=5)[CH2:41][NH:42][C:43]4=[O:50])[CH2:49][CH2:48]3)=[O:12])=[CH:7][CH:8]=2)[CH:3]=[CH:2]1, predict the reactants needed to synthesize it. The reactants are: [NH:1]1[C:9]2[C:4](=[CH:5][C:6]([C:10]([OH:12])=O)=[CH:7][CH:8]=2)[CH:3]=[CH:2]1.C1C=CC2N(O)N=NC=2C=1.CCN=C=NCCCN(C)C.[C:34]1([N:40]2[C:44]3([CH2:49][CH2:48][NH:47][CH2:46][CH2:45]3)[C:43](=[O:50])[NH:42][CH2:41]2)[CH:39]=[CH:38][CH:37]=[CH:36][CH:35]=1.